From a dataset of Full USPTO retrosynthesis dataset with 1.9M reactions from patents (1976-2016). Predict the reactants needed to synthesize the given product. (1) Given the product [Cl:24][C:25]1[CH:34]=[C:33]([O:17][C@H:15]2[CH2:14][O:13][C@@H:12]([CH2:11][O:10][C:8](=[O:9])[C:7]3[CH:22]=[CH:23][C:4]([N+:1]([O-:3])=[O:2])=[CH:5][CH:6]=3)[CH2:16]2)[C:32]([Cl:36])=[C:31]2[C:26]=1[CH2:27][CH2:28][NH:29][C:30]2=[O:37], predict the reactants needed to synthesize it. The reactants are: [N+:1]([C:4]1[CH:23]=[CH:22][C:7]([C:8]([O:10][CH2:11][C@H:12]2[CH2:16][C@H:15]([O:17]S(C)(=O)=O)[CH2:14][O:13]2)=[O:9])=[CH:6][CH:5]=1)([O-:3])=[O:2].[Cl:24][C:25]1[CH:34]=[C:33](O)[C:32]([Cl:36])=[C:31]2[C:26]=1[CH2:27][CH2:28][NH:29][C:30]2=[O:37].C(=O)([O-])[O-].[Cs+].[Cs+]. (2) The reactants are: F[C:2]1[CH:28]=[CH:27][C:5]2[N:6]=[C:7]([C:9]3[C:10]([NH2:26])=[N:11][CH:12]=[C:13]([C:15]4[CH:16]=[N:17][N:18]([CH:20]5[CH2:25][CH2:24][NH:23][CH2:22][CH2:21]5)[CH:19]=4)[CH:14]=3)[S:8][C:4]=2[CH:3]=1.ClC1SC2C=C([C:39]([F:42])([F:41])[F:40])C=CC=2N=1. Given the product [NH:23]1[CH2:22][CH2:21][CH:20]([N:18]2[CH:19]=[C:15]([C:13]3[CH:14]=[C:9]([C:7]4[S:8][C:4]5[CH:3]=[C:2]([C:39]([F:42])([F:41])[F:40])[CH:28]=[CH:27][C:5]=5[N:6]=4)[C:10]([NH2:26])=[N:11][CH:12]=3)[CH:16]=[N:17]2)[CH2:25][CH2:24]1, predict the reactants needed to synthesize it.